Dataset: Forward reaction prediction with 1.9M reactions from USPTO patents (1976-2016). Task: Predict the product of the given reaction. (1) The product is: [F:8][C:7]1[C:2]([N:42]2[CH:43]=[CH:44][C:45]([CH3:47])=[CH:46][C:41]2=[O:40])=[CH:3][C:4]([O:38][CH3:39])=[C:5]([N:9]2[C:18]3[C:13](=[CH:14][C:15]([S:19]([N:22]([C:32]4[CH:36]=[CH:35][O:34][N:33]=4)[CH2:23][C:24]4[CH:25]=[CH:26][C:27]([O:30][CH3:31])=[CH:28][CH:29]=4)(=[O:20])=[O:21])=[CH:16][CH:17]=3)[CH:12]=[CH:11][C:10]2=[O:37])[CH:6]=1. Given the reactants Br[C:2]1[C:7]([F:8])=[CH:6][C:5]([N:9]2[C:18]3[C:13](=[CH:14][C:15]([S:19]([N:22]([C:32]4[CH:36]=[CH:35][O:34][N:33]=4)[CH2:23][C:24]4[CH:29]=[CH:28][C:27]([O:30][CH3:31])=[CH:26][CH:25]=4)(=[O:21])=[O:20])=[CH:16][CH:17]=3)[CH:12]=[CH:11][C:10]2=[O:37])=[C:4]([O:38][CH3:39])[CH:3]=1.[OH:40][C:41]1[CH:46]=[C:45]([CH3:47])[CH:44]=[CH:43][N:42]=1.C(=O)([O-])[O-].[Cs+].[Cs+].CN(C)[C@@H]1CCCC[C@H]1N.N#N, predict the reaction product. (2) Given the reactants [Cl:1][C:2]1[CH:7]=[CH:6][C:5]([C@H:8]2[N:15]3[C:11]([S:12][C:13]([C:19]([OH:21])=O)=[C:14]3[CH:16]([CH3:18])[CH3:17])=[N:10][C@:9]2([C:23]2[CH:28]=[CH:27][C:26]([Cl:29])=[CH:25][CH:24]=2)[CH3:22])=[CH:4][CH:3]=1.Cl.[C:31]([N:34]1[CH2:39][CH2:38][NH:37][CH2:36][C@H:35]1[CH3:40])(=[O:33])[CH3:32], predict the reaction product. The product is: [C:31]([N:34]1[CH2:39][CH2:38][N:37]([C:19]([C:13]2[S:12][C:11]3=[N:10][C@:9]([C:23]4[CH:28]=[CH:27][C:26]([Cl:29])=[CH:25][CH:24]=4)([CH3:22])[C@@H:8]([C:5]4[CH:6]=[CH:7][C:2]([Cl:1])=[CH:3][CH:4]=4)[N:15]3[C:14]=2[CH:16]([CH3:18])[CH3:17])=[O:21])[CH2:36][C@H:35]1[CH3:40])(=[O:33])[CH3:32]. (3) Given the reactants Br[C:2]1[C:34]([C:35]([F:38])([F:37])[F:36])=[CH:33][C:5]2[N:6]([CH2:25][O:26][CH2:27][CH2:28][Si:29]([CH3:32])([CH3:31])[CH3:30])[C:7]([N:9]3[CH2:14][CH2:13][N:12]([C:15]4[C:20]([C:21]([F:24])([F:23])[F:22])=[CH:19][CH:18]=[CH:17][N:16]=4)[CH2:11][CH2:10]3)=[N:8][C:4]=2[CH:3]=1.[F:39][C:40]([F:51])([F:50])[C:41]1[CH:42]=[C:43]([CH2:47][CH2:48][NH2:49])[CH:44]=[CH:45][CH:46]=1.C(P(C(C)(C)C)C1C=CC=CC=1C1C=CC=CC=1)(C)(C)C.CC(C)([O-])C.[Na+], predict the reaction product. The product is: [F:39][C:40]([F:50])([F:51])[C:41]1[CH:42]=[C:43]([CH2:47][CH2:48][NH:49][C:2]2[C:34]([C:35]([F:38])([F:37])[F:36])=[CH:33][C:5]3[N:6]([CH2:25][O:26][CH2:27][CH2:28][Si:29]([CH3:32])([CH3:31])[CH3:30])[C:7]([N:9]4[CH2:14][CH2:13][N:12]([C:15]5[C:20]([C:21]([F:24])([F:23])[F:22])=[CH:19][CH:18]=[CH:17][N:16]=5)[CH2:11][CH2:10]4)=[N:8][C:4]=3[CH:3]=2)[CH:44]=[CH:45][CH:46]=1. (4) Given the reactants [Br:1][C:2]1[N:7]=[C:6]([CH:8]=O)[CH:5]=[CH:4][CH:3]=1.[N:10]1([CH:15]2[CH2:20][CH2:19][NH:18][CH2:17][CH2:16]2)[CH2:14][CH2:13][CH2:12][CH2:11]1, predict the reaction product. The product is: [Br:1][C:2]1[CH:3]=[CH:4][CH:5]=[C:6]([CH2:8][N:18]2[CH2:19][CH2:20][CH:15]([N:10]3[CH2:14][CH2:13][CH2:12][CH2:11]3)[CH2:16][CH2:17]2)[N:7]=1. (5) Given the reactants [C:1]([C:5]1[C:14]2[O:13][CH:12]([CH:15]([CH3:17])[CH3:16])[C:11](=O)[NH:10][C:9]=2[CH:8]=[CH:7][CH:6]=1)([CH3:4])([CH3:3])[CH3:2].B.O1CCCC1.Cl.O, predict the reaction product. The product is: [C:1]([C:5]1[C:14]2[O:13][CH:12]([CH:15]([CH3:17])[CH3:16])[CH2:11][NH:10][C:9]=2[CH:8]=[CH:7][CH:6]=1)([CH3:4])([CH3:3])[CH3:2]. (6) Given the reactants CN(C)[CH:3]=[C:4]([N:10]1[CH:14]=[CH:13][N:12]=[N:11]1)[C:5](OCC)=[O:6].[Cl:16][C:17]1[CH:22]=[C:21]([NH:23][NH2:24])[N:20]=[CH:19][N:18]=1.FC(F)(F)C(O)=O.Cl.C[O-].[Na+], predict the reaction product. The product is: [ClH:16].[Cl:16][C:17]1[N:18]=[CH:19][N:20]=[C:21]([N:23]2[C:5](=[O:6])[C:4]([N:10]3[CH:14]=[CH:13][N:12]=[N:11]3)=[CH:3][NH:24]2)[CH:22]=1. (7) Given the reactants [Cl:1][C:2]1[CH:3]=[C:4]([C:10]2[CH:14]=[CH:13][N:12]([CH2:15][C@@H:16]([NH:18][C:19]([C:21]3[N:22]=[C:23]([CH3:26])[NH:24][CH:25]=3)=[O:20])[CH3:17])[N:11]=2)[CH:5]=[CH:6][C:7]=1[C:8]#[N:9].I[CH:28]([CH3:30])[CH3:29], predict the reaction product. The product is: [Cl:1][C:2]1[CH:3]=[C:4]([C:10]2[CH:14]=[CH:13][N:12]([CH2:15][C@@H:16]([NH:18][C:19]([C:21]3[N:22]=[C:23]([CH3:26])[N:24]([CH:28]([CH3:30])[CH3:29])[CH:25]=3)=[O:20])[CH3:17])[N:11]=2)[CH:5]=[CH:6][C:7]=1[C:8]#[N:9]. (8) Given the reactants [CH2:1]([N:8]1[CH2:12][CH2:11][CH:10]([C@@H:13]2[CH2:15][C@@H:14]2[C:16]([O:18][C:19]([CH3:22])([CH3:21])[CH3:20])=[O:17])[C:9]1=S)[C:2]1[CH:7]=[CH:6][CH:5]=[CH:4][CH:3]=1, predict the reaction product. The product is: [CH2:1]([N:8]1[CH2:12][CH2:11][CH:10]([C@@H:13]2[CH2:15][C@@H:14]2[C:16]([O:18][C:19]([CH3:22])([CH3:21])[CH3:20])=[O:17])[CH2:9]1)[C:2]1[CH:3]=[CH:4][CH:5]=[CH:6][CH:7]=1. (9) Given the reactants [CH:1]1([C@H:7]([NH:9][C:10]([C:12]2[CH:13]=[C:14]3[C:18](=[CH:19][CH:20]=2)[NH:17][N:16]=[C:15]3I)=[O:11])[CH3:8])[CH2:6][CH2:5][CH2:4][CH2:3][CH2:2]1.[O:22]1[CH2:27][CH2:26][N:25]([C:28]2[CH:33]=[CH:32][C:31](B3OC(C)(C)C(C)(C)O3)=[CH:30][CH:29]=2)[CH2:24][CH2:23]1.C([O-])([O-])=O.[Na+].[Na+], predict the reaction product. The product is: [CH:1]1([C@H:7]([NH:9][C:10]([C:12]2[CH:13]=[C:14]3[C:18](=[CH:19][CH:20]=2)[NH:17][N:16]=[C:15]3[C:31]2[CH:30]=[CH:29][C:28]([N:25]3[CH2:24][CH2:23][O:22][CH2:27][CH2:26]3)=[CH:33][CH:32]=2)=[O:11])[CH3:8])[CH2:6][CH2:5][CH2:4][CH2:3][CH2:2]1.